Dataset: Reaction yield outcomes from USPTO patents with 853,638 reactions. Task: Predict the reaction yield, written as a fraction of the theoretical maximum amount of product (1.0 means a 100% yield; for example, 0.34 means a 34% yield). (1) The reactants are [Cl-].O[NH3+:3].[C:4](=[O:7])([O-])[OH:5].[Na+].CS(C)=O.[Si]([O:20][CH2:21][C:22]([CH3:58])([CH3:57])[O:23][C:24]1[CH:29]=[CH:28][C:27]([N:30]2[C:35](=[O:36])[C:34]([CH2:37][C:38]3[CH:43]=[CH:42][C:41]([C:44]4[C:45]([C:50]#[N:51])=[CH:46][CH:47]=[CH:48][CH:49]=4)=[CH:40][CH:39]=3)=[C:33]([CH2:52][CH2:53][CH3:54])[N:32]=[C:31]2[CH2:55][CH3:56])=[CH:26][CH:25]=1)(C(C)(C)C)(C)C. The catalyst is O. The product is [CH2:55]([C:31]1[N:30]([C:27]2[CH:26]=[CH:25][C:24]([O:23][C:22]([CH3:57])([CH3:58])[CH2:21][OH:20])=[CH:29][CH:28]=2)[C:35](=[O:36])[C:34]([CH2:37][C:38]2[CH:43]=[CH:42][C:41]([C:44]3[CH:49]=[CH:48][CH:47]=[CH:46][C:45]=3[C:50]3[NH:3][C:4](=[O:7])[O:5][N:51]=3)=[CH:40][CH:39]=2)=[C:33]([CH2:52][CH2:53][CH3:54])[N:32]=1)[CH3:56]. The yield is 0.720. (2) The reactants are [I:1][C:2]1[CH:3]=[C:4]2[N:10]=[C:9]([NH:11]C(=O)OCC)[N:8]([CH2:17][C:18]3[CH:23]=[CH:22][C:21]([O:24][CH2:25][C:26]4[CH:27]=[N:28][C:29]([O:32][CH3:33])=[CH:30][CH:31]=4)=[C:20]([O:34][CH3:35])[CH:19]=3)[C:5]2=[N:6][CH:7]=1.[OH-].[K+]. The catalyst is C(O)CO.O.[Cl-].[Na+].O. The product is [I:1][C:2]1[CH:3]=[C:4]2[N:10]=[C:9]([NH2:11])[N:8]([CH2:17][C:18]3[CH:23]=[CH:22][C:21]([O:24][CH2:25][C:26]4[CH:27]=[N:28][C:29]([O:32][CH3:33])=[CH:30][CH:31]=4)=[C:20]([O:34][CH3:35])[CH:19]=3)[C:5]2=[N:6][CH:7]=1. The yield is 0.560. (3) The reactants are C([N:8]1[CH2:13][CH2:12][CH:11]([N:14]([CH2:22][CH2:23][C:24]2[CH:29]=[CH:28][C:27]([C:30]([F:33])([F:32])[F:31])=[CH:26][CH:25]=2)[C:15](=[O:21])[O:16][C:17]([CH3:20])([CH3:19])[CH3:18])[CH2:10][CH2:9]1)C1C=CC=CC=1.[H][H]. The catalyst is C(O)C.[OH-].[OH-].[Pd+2]. The product is [NH:8]1[CH2:13][CH2:12][CH:11]([N:14]([CH2:22][CH2:23][C:24]2[CH:25]=[CH:26][C:27]([C:30]([F:31])([F:32])[F:33])=[CH:28][CH:29]=2)[C:15](=[O:21])[O:16][C:17]([CH3:19])([CH3:20])[CH3:18])[CH2:10][CH2:9]1. The yield is 0.940. (4) The reactants are [Cl:1][C:2]1[CH:3]=[N:4][CH:5]=[C:6]([O:8][CH2:9][CH2:10][CH2:11]Cl)[CH:7]=1.[OH-].[NH4+:14]. The catalyst is CO. The product is [Cl:1][C:2]1[CH:7]=[C:6]([O:8][CH2:9][CH2:10][CH2:11][NH2:14])[CH:5]=[N:4][CH:3]=1. The yield is 0.634.